From a dataset of Full USPTO retrosynthesis dataset with 1.9M reactions from patents (1976-2016). Predict the reactants needed to synthesize the given product. (1) Given the product [CH2:1]([S:3]([C:4]1[C:5]([C:10]2[N:22]([CH3:23])[C:13]3=[N:14][CH:15]=[CH:16][CH:17]=[C:12]3[N:11]=2)=[N:6][CH:7]=[CH:8][CH:9]=1)=[O:32])[CH3:2], predict the reactants needed to synthesize it. The reactants are: [CH2:1]([S:3][C:4]1[C:5]([C:10]2[N:22]([CH3:23])[C:13]3=[N:14][CH:15]=[C:16](C(F)(F)F)[CH:17]=[C:12]3[N:11]=2)=[N:6][CH:7]=[CH:8][CH:9]=1)[CH3:2].ClC1C=CC=C(C(OO)=[O:32])C=1.C(=O)(O)[O-].[Na+]. (2) Given the product [CH2:20]([O:22][C:23]([C:25]1[CH:30]=[CH:29][C:28]([C:31]2[CH:36]=[CH:35][CH:34]=[C:33]([CH2:37][Br:19])[CH:32]=2)=[CH:27][CH:26]=1)=[O:24])[CH3:21], predict the reactants needed to synthesize it. The reactants are: C(OC(C1C=C(C2C=CC(C[Br:19])=CC=2)C=CC=1)=O)C.[CH2:20]([O:22][C:23]([C:25]1[CH:30]=[CH:29][C:28]([C:31]2[CH:36]=[CH:35][CH:34]=[C:33]([CH3:37])[CH:32]=2)=[CH:27][CH:26]=1)=[O:24])[CH3:21].BrN1C(=O)CCC1=O. (3) The reactants are: [C:1]1([CH:7]2[CH2:12][C:11](=[O:13])[CH2:10][C:9](=[O:14])[CH2:8]2)[CH:6]=[CH:5][CH:4]=[CH:3][CH:2]=1. Given the product [C:7]1([C:1]2[CH:6]=[CH:5][CH:4]=[CH:3][CH:2]=2)[CH:8]=[C:9]([OH:14])[CH:10]=[C:11]([OH:13])[CH:12]=1, predict the reactants needed to synthesize it.